From a dataset of Full USPTO retrosynthesis dataset with 1.9M reactions from patents (1976-2016). Predict the reactants needed to synthesize the given product. (1) The reactants are: [S:1]1[CH:5]=[CH:4][C:3]([C:6]([OH:8])=O)=[CH:2]1.CN(C(ON1N=NC2C=CC=NC1=2)=[N+](C)C)C.F[P-](F)(F)(F)(F)F.CCN(C(C)C)C(C)C.[NH2:42][C:43]1[CH:48]=[CH:47][C:46]([C:49]2[S:53][C:52]([C:54]([O:56][CH3:57])=[O:55])=[C:51]([N:58]([C:62]([C@H:64]3[CH2:69][CH2:68][C@H:67]([CH3:70])[CH2:66][CH2:65]3)=[O:63])[CH:59]([CH3:61])[CH3:60])[CH:50]=2)=[CH:45][CH:44]=1. Given the product [CH3:70][C@H:67]1[CH2:68][CH2:69][C@H:64]([C:62]([N:58]([CH:59]([CH3:61])[CH3:60])[C:51]2[CH:50]=[C:49]([C:46]3[CH:47]=[CH:48][C:43]([NH:42][C:6]([C:3]4[CH:4]=[CH:5][S:1][CH:2]=4)=[O:8])=[CH:44][CH:45]=3)[S:53][C:52]=2[C:54]([O:56][CH3:57])=[O:55])=[O:63])[CH2:65][CH2:66]1, predict the reactants needed to synthesize it. (2) Given the product [Br:1][C:2]1[CH:3]=[C:4]([CH3:9])[C:5](=[O:8])[N:6]([CH3:10])[CH:7]=1, predict the reactants needed to synthesize it. The reactants are: [Br:1][C:2]1[CH:3]=[C:4]([CH3:9])[C:5]([OH:8])=[N:6][CH:7]=1.[C:10](=O)([O-])[O-].[K+].[K+].IC.